Dataset: Full USPTO retrosynthesis dataset with 1.9M reactions from patents (1976-2016). Task: Predict the reactants needed to synthesize the given product. (1) Given the product [CH3:33][CH:32]([O:35][C:36]([N:22]1[CH2:23][CH2:24][CH:19]([C:16]2[S:15][C:14]([C:12](=[O:13])[NH:11][CH2:10][C:7]3[CH:8]=[CH:9][N:4]4[CH:3]=[CH:2][N:1]=[C:5]4[CH:6]=3)=[CH:18][CH:17]=2)[CH2:20][CH2:21]1)=[O:37])[CH3:34], predict the reactants needed to synthesize it. The reactants are: [N:1]1[CH:2]=[CH:3][N:4]2[CH:9]=[CH:8][C:7]([CH2:10][NH:11][C:12]([C:14]3[S:15][C:16]([CH:19]4[CH2:24][CH2:23][NH:22][CH2:21][CH2:20]4)=[CH:17][CH:18]=3)=[O:13])=[CH:6][C:5]=12.CN1CCOCC1.[CH:32]([O:35][C:36](Cl)=[O:37])([CH3:34])[CH3:33]. (2) Given the product [F:5][C:6]([F:11])([F:10])[C:7]([OH:9])=[O:8].[F:12][C:13]1[CH:14]=[CH:15][C:16]([N+:25]([O-:27])=[O:26])=[C:17]([CH:24]=1)[O:18][C@H:19]1[CH2:20][C@H:21]([NH:23][C:1](=[O:3])[CH3:2])[CH2:22]1, predict the reactants needed to synthesize it. The reactants are: [C:1](Cl)(=[O:3])[CH3:2].[F:5][C:6]([F:11])([F:10])[C:7]([OH:9])=[O:8].[F:12][C:13]1[CH:14]=[CH:15][C:16]([N+:25]([O-:27])=[O:26])=[C:17]([CH:24]=1)[O:18][C@H:19]1[CH2:22][C@H:21]([NH2:23])[CH2:20]1.C(N(CC)CC)C. (3) Given the product [CH3:28][O:27][CH2:26][CH2:25][CH2:24][O:23][C:10]1[CH:11]=[C:12]2[C:13]([CH:15]=[CH:16][NH:20]2)=[CH:14][C:9]=1[OH:8], predict the reactants needed to synthesize it. The reactants are: C([O:8][C:9]1[CH:14]=[C:13](/[CH:15]=[CH:16]/[N+]([O-])=O)[C:12]([N+:20]([O-])=O)=[CH:11][C:10]=1[O:23][CH2:24][CH2:25][CH2:26][O:27][CH3:28])C1C=CC=CC=1. (4) Given the product [CH3:1][O:2][C:3]1[CH:4]=[C:5]2[C:10](=[CH:11][C:12]=1[O:13][CH3:14])[C:9]([CH3:15])=[N:8][CH:7]=[C:6]2[OH:19], predict the reactants needed to synthesize it. The reactants are: [CH3:1][O:2][C:3]1[CH:4]=[C:5]2[C:10](=[CH:11][C:12]=1[O:13][CH3:14])[C:9]([CH3:15])=[N+:8]([O-])[CH:7]=[CH:6]2.CC([O-])=[O:19].[Na+].C(Cl)Cl.CO. (5) Given the product [CH3:24][O:25][C:26](=[O:36])[CH:27]([NH:28][C:20]([C:18]1[S:19][C:15]([C:12]2[CH:11]=[CH:10][C:9]([O:8][CH2:1][C:2]3[CH:3]=[CH:4][CH:5]=[CH:6][CH:7]=3)=[CH:14][CH:13]=2)=[CH:16][CH:17]=1)=[O:22])[CH2:29][C:30]1[CH:35]=[CH:34][CH:33]=[CH:32][CH:31]=1, predict the reactants needed to synthesize it. The reactants are: [CH2:1]([O:8][C:9]1[CH:14]=[CH:13][C:12]([C:15]2[S:19][C:18]([C:20]([OH:22])=O)=[CH:17][CH:16]=2)=[CH:11][CH:10]=1)[C:2]1[CH:7]=[CH:6][CH:5]=[CH:4][CH:3]=1.Cl.[CH3:24][O:25][C:26](=[O:36])[C@H:27]([CH2:29][C:30]1[CH:35]=[CH:34][CH:33]=[CH:32][CH:31]=1)[NH2:28].ON1C2C=CC=CC=2N=N1.C(N(CC)CC)C.Cl.CN(C)CCCN=C=NCC. (6) The reactants are: Br[C:2]1[N:7]=[C:6]([NH:8][C:9]2[C:10]3[N:11]([C:16]([C:19]([NH:21][C:22]4[CH:27]=[CH:26][N:25]=[CH:24][C:23]=4[F:28])=[O:20])=[CH:17][N:18]=3)[N:12]=[C:13](Cl)[CH:14]=2)[CH:5]=[CH:4][CH:3]=1.[NH2:29][C@H:30]1[CH2:35][CH2:34][C@H:33]([OH:36])[CH2:32][CH2:31]1. Given the product [F:28][C:23]1[CH:24]=[N:25][CH:26]=[CH:27][C:22]=1[NH:21][C:19]([C:16]1[N:11]2[N:12]=[C:13]([NH:29][C@H:30]3[CH2:35][CH2:34][C@H:33]([OH:36])[CH2:32][CH2:31]3)[CH:14]=[C:9]([NH:8][C:6]3[CH:5]=[CH:4][CH:3]=[C:2]([NH:29][C@H:30]4[CH2:35][CH2:34][C@H:33]([OH:36])[CH2:32][CH2:31]4)[N:7]=3)[C:10]2=[N:18][CH:17]=1)=[O:20], predict the reactants needed to synthesize it. (7) Given the product [Cl:11][C:7]1[CH:6]=[CH:5][C:4]2[C:3]3([OH:12])[N:23]=[C:21]([C:20]4[CH:19]=[CH:18][C:17]([S:13]([NH2:14])(=[O:15])=[O:16])=[CH:25][CH:24]=4)[S:22][CH:2]3[CH2:10][C:9]=2[CH:8]=1, predict the reactants needed to synthesize it. The reactants are: Br[CH:2]1[CH2:10][C:9]2[C:4](=[CH:5][CH:6]=[C:7]([Cl:11])[CH:8]=2)[C:3]1=[O:12].[S:13]([C:17]1[CH:25]=[CH:24][C:20]([C:21]([NH2:23])=[S:22])=[CH:19][CH:18]=1)(=[O:16])(=[O:15])[NH2:14]. (8) Given the product [Cl:17][C:16]1[C:8]2[C:9](=[C:10]([C:12]#[N:13])[N:11]=[C:6]([C:4]([NH:31][CH2:32][C:33]([OH:35])=[O:34])=[O:3])[C:7]=2[OH:27])[N:14]([CH2:18][C:19]2[CH:24]=[CH:23][C:22]([F:25])=[C:21]([F:26])[CH:20]=2)[CH:15]=1, predict the reactants needed to synthesize it. The reactants are: C([O:3][C:4]([C:6]1[C:7]([O:27]C(=O)C)=[C:8]2[C:16]([Cl:17])=[CH:15][N:14]([CH2:18][C:19]3[CH:24]=[CH:23][C:22]([F:25])=[C:21]([F:26])[CH:20]=3)[C:9]2=[C:10]([C:12]#[N:13])[N:11]=1)=O)C.[NH2:31][CH2:32][C:33]([OH:35])=[O:34].C[O-].[Na+].CO. (9) Given the product [F:26][C:27]1[CH:32]=[CH:31][C:30]([C:33]2[O:25][N:23]=[C:20]3[CH:21]=[CH:22][C:17]([C:16]4[N:12]([C:7]5[CH:8]=[CH:9][CH:10]=[CH:11][C:6]=5[F:5])[N:13]=[CH:14][CH:15]=4)=[CH:18][C:19]=23)=[CH:29][CH:28]=1, predict the reactants needed to synthesize it. The reactants are: [OH-].[Na+].CO.[F:5][C:6]1[CH:11]=[CH:10][CH:9]=[CH:8][C:7]=1[N:12]1[C:16]([C:17]2[CH:22]=[CH:21][C:20]([N+:23]([O-:25])=O)=[CH:19][CH:18]=2)=[CH:15][CH:14]=[N:13]1.[F:26][C:27]1[CH:32]=[CH:31][C:30]([CH2:33]C#N)=[CH:29][CH:28]=1.